From a dataset of Full USPTO retrosynthesis dataset with 1.9M reactions from patents (1976-2016). Predict the reactants needed to synthesize the given product. (1) Given the product [OH:34][CH2:31][C:32]#[C:33][C:2]1[CH:3]=[C:4]([S:8]([NH:11][C:12]2[CH:17]=[CH:16][CH:15]=[CH:14][CH:13]=2)(=[O:10])=[O:9])[CH:5]=[CH:6][CH:7]=1, predict the reactants needed to synthesize it. The reactants are: Br[C:2]1[CH:3]=[C:4]([S:8]([NH:11][C:12]2[CH:17]=[CH:16][CH:15]=[CH:14][CH:13]=2)(=[O:10])=[O:9])[CH:5]=[CH:6][CH:7]=1.C1C=CC=CC=1.C(N(CC)CC)C.[CH2:31]([OH:34])[C:32]#[CH:33]. (2) Given the product [Cl:9][C:10]1[CH:17]=[CH:16][C:13]([CH2:14][NH:15][C:2]2[CH:7]=[CH:6][CH:5]=[C:4]([F:8])[N:3]=2)=[CH:12][CH:11]=1, predict the reactants needed to synthesize it. The reactants are: F[C:2]1[CH:7]=[CH:6][CH:5]=[C:4]([F:8])[N:3]=1.[Cl:9][C:10]1[CH:17]=[CH:16][C:13]([CH2:14][NH2:15])=[CH:12][CH:11]=1.C(N(CC)C(C)C)(C)C.O. (3) Given the product [CH3:1][O:2][C:3]1[CH:4]=[CH:5][C:6]([C@H:9]2[O:13][C:12]([CH3:15])([CH3:14])[O:11][C@@H:10]2[C:16]([OH:18])=[O:17])=[CH:7][CH:8]=1, predict the reactants needed to synthesize it. The reactants are: [CH3:1][O:2][C:3]1[CH:8]=[CH:7][C:6]([CH:9]2[O:13][C:12]([CH3:15])([CH3:14])[O:11][CH:10]2[C:16]([O:18]C)=[O:17])=[CH:5][CH:4]=1.Cl. (4) Given the product [Br:1][C:2]1[C:3](=[O:30])[N:4]([C:19]2[CH:24]=[C:23]([C:25]3[CH:26]=[CH:27][N:36]=[C:34]([C:33]([OH:32])([CH3:38])[CH3:37])[N:35]=3)[CH:22]=[CH:21][C:20]=2[CH3:29])[C:5]([CH3:18])=[N:6][C:7]=1[O:8][CH2:9][C:10]1[CH:15]=[CH:14][C:13]([F:16])=[CH:12][C:11]=1[F:17], predict the reactants needed to synthesize it. The reactants are: [Br:1][C:2]1[C:3](=[O:30])[N:4]([C:19]2[CH:24]=[C:23]([C:25](=O)[C:26]#[CH:27])[CH:22]=[CH:21][C:20]=2[CH3:29])[C:5]([CH3:18])=[N:6][C:7]=1[O:8][CH2:9][C:10]1[CH:15]=[CH:14][C:13]([F:16])=[CH:12][C:11]=1[F:17].Cl.[OH:32][C:33]([CH3:38])([CH3:37])[C:34]([NH2:36])=[NH:35].C(=O)([O-])[O-].[K+].[K+]. (5) Given the product [Cl:13][C:10]1[CH:11]=[CH:12][C:7]2[O:6][CH2:5][CH:4]([NH2:1])[C:8]=2[CH:9]=1, predict the reactants needed to synthesize it. The reactants are: [N:1]([CH:4]1[C:8]2[CH:9]=[C:10]([Cl:13])[CH:11]=[CH:12][C:7]=2[O:6][CH2:5]1)=[N+]=[N-].ClC1C=CC2OCC(O)C=2C=1.N12CCCN=C1CCCCC2.C1(P(N=[N+]=[N-])(C2C=CC=CC=2)=O)C=CC=CC=1.Cl. (6) Given the product [OH:18][N:17]=[C:1]([C:4]1[CH:13]=[CH:12][C:7]([C:8]([O:10][CH3:11])=[O:9])=[CH:6][C:5]=1[O:14][CH3:15])[CH3:2], predict the reactants needed to synthesize it. The reactants are: [C:1]([C:4]1[CH:13]=[CH:12][C:7]([C:8]([O:10][CH3:11])=[O:9])=[CH:6][C:5]=1[O:14][CH3:15])(=O)[CH3:2].Cl.[NH2:17][OH:18].C([O-])(=O)C.[Na+]. (7) The reactants are: [CH2:1]([O:3][C:4]1[NH:8][C:7]2[CH:9]=[C:10]([C:14]3[C:15]([CH3:20])=[N:16][O:17][C:18]=3[CH3:19])[CH:11]=[C:12](I)[C:6]=2[N:5]=1)[CH3:2].[CH3:21][N:22]1[C:26](B2OC(C)(C)C(C)(C)O2)=[C:25]([C:36]2[CH:41]=[CH:40][CH:39]=[CH:38][CH:37]=2)[CH:24]=[N:23]1.COCCOC.C([O-])([O-])=O.[Cs+].[Cs+]. Given the product [CH2:1]([O:3][C:4]1[NH:8][C:7]2[CH:9]=[C:10]([C:14]3[C:15]([CH3:20])=[N:16][O:17][C:18]=3[CH3:19])[CH:11]=[C:12]([C:26]3[N:22]([CH3:21])[N:23]=[CH:24][C:25]=3[C:36]3[CH:37]=[CH:38][CH:39]=[CH:40][CH:41]=3)[C:6]=2[N:5]=1)[CH3:2], predict the reactants needed to synthesize it. (8) Given the product [CH2:1]([N:6]1[CH2:11][CH2:10][N:9]([C:12]2[CH:13]=[CH:14][C:15]([NH2:18])=[CH:16][CH:17]=2)[CH2:8][CH2:7]1)[CH2:2][CH:3]([CH3:5])[CH3:4], predict the reactants needed to synthesize it. The reactants are: [CH2:1]([N:6]1[CH2:11][CH2:10][N:9]([C:12]2[CH:17]=[CH:16][C:15]([N+:18]([O-])=O)=[CH:14][CH:13]=2)[CH2:8][CH2:7]1)[CH2:2][CH:3]([CH3:5])[CH3:4].